This data is from Full USPTO retrosynthesis dataset with 1.9M reactions from patents (1976-2016). The task is: Predict the reactants needed to synthesize the given product. (1) Given the product [C:32]([C:29]1[CH:30]=[C:31]2[C:26](=[CH:27][C:28]=1[O:34][CH2:35][CH:36]1[CH2:38][O:37]1)[N:25]=[CH:24][CH:23]=[C:22]2[O:21][C:20]1[CH:39]=[CH:40][C:17]([NH:16][C:14]([NH:13][C:10]2[CH:11]=[CH:12][C:7]([F:6])=[CH:8][CH:9]=2)=[O:15])=[C:18]([F:41])[CH:19]=1)#[N:33], predict the reactants needed to synthesize it. The reactants are: CN(C)C=O.[F:6][C:7]1[CH:12]=[CH:11][C:10]([N:13]=[C:14]=[O:15])=[CH:9][CH:8]=1.[NH2:16][C:17]1[CH:40]=[CH:39][C:20]([O:21][C:22]2[C:31]3[C:26](=[CH:27][C:28]([O:34][CH2:35][CH:36]4[CH2:38][O:37]4)=[C:29]([C:32]#[N:33])[CH:30]=3)[N:25]=[CH:24][CH:23]=2)=[CH:19][C:18]=1[F:41]. (2) Given the product [C:1]([O:4][CH2:5][C:6]1[C:7]([N:21]2[CH2:33][CH2:32][N:24]3[C:25]4[CH2:26][CH2:27][CH2:28][CH2:29][C:30]=4[CH:31]=[C:23]3[C:22]2=[O:34])=[N:8][CH:9]=[CH:10][C:11]=1[C:36]1[CH:37]=[C:38]([NH:44][C:45]2[CH:53]=[C:48]3[CH2:49][O:50][CH2:51][CH2:52][N:47]3[N:46]=2)[C:39](=[O:43])[N:40]([CH3:42])[CH:41]=1)(=[O:3])[CH3:2], predict the reactants needed to synthesize it. The reactants are: [C:1]([O:4][CH2:5][C:6]1[C:7]([N:21]2[CH2:33][CH2:32][N:24]3[C:25]4[CH2:26][CH2:27][CH2:28][CH2:29][C:30]=4[CH:31]=[C:23]3[C:22]2=[O:34])=[N:8][CH:9]=[CH:10][C:11]=1B1OC(C)(C)C(C)(C)O1)(=[O:3])[CH3:2].Br[C:36]1[CH:37]=[C:38]([NH:44][C:45]2[CH:53]=[C:48]3[CH2:49][O:50][CH2:51][CH2:52][N:47]3[N:46]=2)[C:39](=[O:43])[N:40]([CH3:42])[CH:41]=1. (3) Given the product [C:19]([CH:7]1[CH2:8][C:2]2[S:1][CH:5]=[CH:4][C:3]=2[C:6]1=[O:9])(=[O:18])[C:20]1[CH:25]=[CH:24][CH:23]=[CH:22][CH:21]=1, predict the reactants needed to synthesize it. The reactants are: [S:1]1[CH:5]=[CH:4][C:3]2[C:6](=[O:9])[CH2:7][CH2:8][C:2]1=2.[H-].[Na+].C1([O:18][C:19](=O)[C:20]2[CH:25]=[CH:24][CH:23]=[CH:22][CH:21]=2)C=CC=CC=1.Cl. (4) Given the product [CH3:1][N:3]([CH3:4])[C:17](=[O:18])[C:16]1[CH:15]=[C:14]([CH3:13])[C:22]([N+:23]([O-:25])=[O:24])=[C:21]([CH3:26])[CH:20]=1, predict the reactants needed to synthesize it. The reactants are: [C:1](N1C=CN=C1)([N:3]1C=CN=[CH:4]1)=O.[CH3:13][C:14]1[CH:15]=[C:16]([CH:20]=[C:21]([CH3:26])[C:22]=1[N+:23]([O-:25])=[O:24])[C:17](O)=[O:18].CNC. (5) Given the product [CH3:1][O:2][C:3](=[O:25])[C@H:4]([CH2:21][CH2:22][S:23][CH3:24])[NH:5][C:6](=[O:20])[C:7]1[CH:12]=[CH:11][C:10]([C:29]#[C:30][C:46]2[CH:47]=[N:48][CH:49]=[CH:50][CH:51]=2)=[CH:9][C:8]=1[C:14]1[CH:19]=[CH:18][CH:17]=[CH:16][CH:15]=1, predict the reactants needed to synthesize it. The reactants are: [CH3:1][O:2][C:3](=[O:25])[C@H:4]([CH2:21][CH2:22][S:23][CH3:24])[NH:5][C:6](=[O:20])[C:7]1[CH:12]=[CH:11][C:10](I)=[CH:9][C:8]=1[C:14]1[CH:19]=[CH:18][CH:17]=[CH:16][CH:15]=1.ClCCl.[C:29]([Sn](CCCC)(CCCC)CCCC)#[CH:30].[I-].Br[C:46]1[CH:47]=[N:48][CH:49]=[CH:50][CH:51]=1.C(N(CC)CC)C. (6) Given the product [CH3:1][O:2][C@H:3]([C:35]1[CH:36]=[CH:37][CH:38]=[CH:39][CH:40]=1)[C:4]([N:6]1[CH2:13][C:12]2[C:11]([NH:14][C:15](=[O:29])[C:16]3[CH:17]=[CH:18][C:19]([N:22]4[CH2:27][CH2:26][N:25]([CH3:28])[CH2:24][CH2:23]4)=[CH:20][CH:21]=3)=[N:10][NH:9][C:8]=2[CH2:7]1)=[O:5], predict the reactants needed to synthesize it. The reactants are: [CH3:1][O:2][C@H:3]([C:35]1[CH:40]=[CH:39][CH:38]=[CH:37][CH:36]=1)[C:4]([N:6]1[CH2:13][C:12]2[C:11]([NH:14][C:15](=[O:29])[C:16]3[CH:21]=[CH:20][C:19]([N:22]4[CH2:27][CH2:26][N:25]([CH3:28])[CH2:24][CH2:23]4)=[CH:18][CH:17]=3)=[N:10][N:9](C(OCC)=O)[C:8]=2[CH2:7]1)=[O:5].